From a dataset of NCI-60 drug combinations with 297,098 pairs across 59 cell lines. Regression. Given two drug SMILES strings and cell line genomic features, predict the synergy score measuring deviation from expected non-interaction effect. (1) Drug 1: CC1OCC2C(O1)C(C(C(O2)OC3C4COC(=O)C4C(C5=CC6=C(C=C35)OCO6)C7=CC(=C(C(=C7)OC)O)OC)O)O. Drug 2: C1C(C(OC1N2C=NC(=NC2=O)N)CO)O. Cell line: CAKI-1. Synergy scores: CSS=45.5, Synergy_ZIP=-1.44, Synergy_Bliss=-3.81, Synergy_Loewe=2.30, Synergy_HSA=3.22. (2) Drug 1: C1CCN(CC1)CCOC2=CC=C(C=C2)C(=O)C3=C(SC4=C3C=CC(=C4)O)C5=CC=C(C=C5)O. Drug 2: C1C(C(OC1N2C=NC(=NC2=O)N)CO)O. Synergy scores: CSS=28.3, Synergy_ZIP=-2.66, Synergy_Bliss=0.777, Synergy_Loewe=-11.4, Synergy_HSA=-2.47. Cell line: SW-620.